This data is from Catalyst prediction with 721,799 reactions and 888 catalyst types from USPTO. The task is: Predict which catalyst facilitates the given reaction. (1) Reactant: [CH2:1]([Zn]CC)C.FC(F)(F)C(O)=O.ICI.[C:16]([Si:20]([CH3:35])([CH3:34])[O:21][CH2:22]/[CH:23]=[CH:24]/[B:25]1[O:29][C:28]([CH3:31])([CH3:30])[C:27]([CH3:33])([CH3:32])[O:26]1)([CH3:19])([CH3:18])[CH3:17]. Product: [C:16]([Si:20]([CH3:35])([CH3:34])[O:21][CH2:22][CH:23]1[CH2:1][CH:24]1[B:25]1[O:26][C:27]([CH3:33])([CH3:32])[C:28]([CH3:31])([CH3:30])[O:29]1)([CH3:17])([CH3:19])[CH3:18]. The catalyst class is: 4. (2) Reactant: [N+](C1C=CC([O:10][C:11](=O)[C@@H:12]([NH:14][C:15]([O:17][C:18]([CH3:21])([CH3:20])[CH3:19])=[O:16])[CH3:13])=CC=1)([O-])=O.C(=O)([O-])[O-].[CH2:27]([NH2:34])[C:28]1[CH:33]=[CH:32][CH:31]=[CH:30][CH:29]=1. Product: [C:18]([O:17][C:15](=[O:16])[NH:14][C@H:12]([C:11](=[O:10])[NH:34][CH2:27][C:28]1[CH:33]=[CH:32][CH:31]=[CH:30][CH:29]=1)[CH3:13])([CH3:19])([CH3:20])[CH3:21]. The catalyst class is: 2. (3) The catalyst class is: 668. Product: [Br:24][C:25]1[CH:30]=[C:29]([C:12]2[C:4]([CH:1]3[CH2:2][CH2:3]3)=[C:5]3[C:9](=[CH:10][CH:11]=2)[N:8]([CH3:22])[C:7](=[O:23])[CH2:6]3)[CH:28]=[N:27][CH:26]=1. Reactant: [CH:1]1([C:4]2[C:12](B3OC(C)(C)C(C)(C)O3)=[CH:11][CH:10]=[C:9]3[C:5]=2[CH2:6][C:7](=[O:23])[N:8]3[CH3:22])[CH2:3][CH2:2]1.[Br:24][C:25]1[CH:26]=[N:27][CH:28]=[C:29](Br)[CH:30]=1.COCCOC.C(=O)([O-])[O-].[Na+].[Na+]. (4) Reactant: [CH3:1][N:2]1[CH2:7][CH2:6][N:5]([CH2:8][C:9]2[N:13]3[CH:14]=[CH:15][CH:16]=[CH:17][C:12]3=[N:11][C:10]=2[CH2:18][NH:19][CH:20]2[C:29]3[N:28]=[CH:27][CH:26]=[CH:25][C:24]=3[CH2:23][CH2:22][CH2:21]2)[CH2:4][CH2:3]1.C=O.[C:32](O[BH-](OC(=O)C)OC(=O)C)(=O)C.[Na+].C(O)(=O)C.C(=O)([O-])[O-].[Na+].[Na+]. Product: [CH3:32][N:19]([CH2:18][C:10]1[N:11]=[C:12]2[CH:17]=[CH:16][CH:15]=[CH:14][N:13]2[C:9]=1[CH2:8][N:5]1[CH2:4][CH2:3][N:2]([CH3:1])[CH2:7][CH2:6]1)[CH:20]1[C:29]2[N:28]=[CH:27][CH:26]=[CH:25][C:24]=2[CH2:23][CH2:22][CH2:21]1. The catalyst class is: 417. (5) Reactant: [NH2:1][OH:2].[CH3:3][N:4]1[CH:8]=[CH:7][C:6]([CH3:9])=[C:5]1[C:10]1[N:14]([C:15]2[CH:20]=[CH:19][C:18]([OH:21])=[CH:17][C:16]=2[F:22])[N:13]=[C:12]([CH3:23])[C:11]=1[C:24]#[N:25]. Product: [CH3:3][N:4]1[CH:8]=[CH:7][C:6]([CH3:9])=[C:5]1[C:10]1[N:14]([C:15]2[CH:20]=[CH:19][C:18]([OH:21])=[CH:17][C:16]=2[F:22])[N:13]=[C:12]([CH3:23])[C:11]=1[C:24](=[N:1][OH:2])[NH2:25]. The catalyst class is: 5. (6) Reactant: Cl[CH2:2][C@@H:3]1[O:7][C:6](=[O:8])[N:5]([C:9]2[CH:14]=[CH:13][C:12]([N:15]3[CH2:20][CH2:19][O:18][CH2:17][CH2:16]3)=[C:11]([F:21])[CH:10]=2)[CH2:4]1.[C:22]1(=[O:32])[NH:26][C:25](=[O:27])[C:24]2=[CH:28][CH:29]=[CH:30][CH:31]=[C:23]12.[K].CN(C)C=O. Product: [F:21][C:11]1[CH:10]=[C:9]([N:5]2[CH2:4][C@H:3]([CH2:2][N:26]3[C:25](=[O:27])[C:24]4=[CH:28][CH:29]=[CH:30][CH:31]=[C:23]4[C:22]3=[O:32])[O:7][C:6]2=[O:8])[CH:14]=[CH:13][C:12]=1[N:15]1[CH2:20][CH2:19][O:18][CH2:17][CH2:16]1. The catalyst class is: 6. (7) Reactant: [Br:1][C:2]1[CH:3]=[C:4]([C:8]([CH3:18])([CH3:17])[CH2:9][C:10]2([C:13]([F:16])([F:15])[F:14])[CH2:12][O:11]2)[CH:5]=[CH:6][CH:7]=1.[OH:19][C:20]1[C:29]2[C:24](=[CH:25][CH:26]=[CH:27][CH:28]=2)[N:23]=[CH:22][CH:21]=1.[O-]CC.[Na+]. Product: [Br:1][C:2]1[CH:3]=[C:4]([C:8]([CH3:18])([CH3:17])[CH2:9][C:10]([OH:11])([C:13]([F:16])([F:15])[F:14])[CH2:12][N:23]2[C:24]3[C:29](=[CH:28][CH:27]=[CH:26][CH:25]=3)[C:20](=[O:19])[CH:21]=[CH:22]2)[CH:5]=[CH:6][CH:7]=1. The catalyst class is: 8.